Dataset: Forward reaction prediction with 1.9M reactions from USPTO patents (1976-2016). Task: Predict the product of the given reaction. The product is: [ClH:37].[ClH:37].[ClH:37].[CH3:1][N:2]1[CH2:3][CH2:4][N:5]([C@@H:8]2[CH2:13][CH2:12][CH2:11][C@H:10]([N:14]3[C:18]4[N:19]=[CH:20][N:21]=[C:22]([NH2:23])[C:17]=4[C:16]([C:24]4[CH:29]=[CH:28][C:27]([O:30][C:31]5[CH:36]=[CH:35][CH:34]=[CH:33][CH:32]=5)=[CH:26][CH:25]=4)=[CH:15]3)[CH2:9]2)[CH2:6][CH2:7]1. Given the reactants [CH3:1][N:2]1[CH2:7][CH2:6][N:5]([C@@H:8]2[CH2:13][CH2:12][CH2:11][C@H:10]([N:14]3[C:18]4[N:19]=[CH:20][N:21]=[C:22]([NH2:23])[C:17]=4[C:16]([C:24]4[CH:29]=[CH:28][C:27]([O:30][C:31]5[CH:36]=[CH:35][CH:34]=[CH:33][CH:32]=5)=[CH:26][CH:25]=4)=[CH:15]3)[CH2:9]2)[CH2:4][CH2:3]1.[ClH:37], predict the reaction product.